Dataset: Retrosynthesis with 50K atom-mapped reactions and 10 reaction types from USPTO. Task: Predict the reactants needed to synthesize the given product. The reactants are: CC(C)(C)c1cc(OCCCCC#N)cc(C(C)(C)C)c1O.[N-]=[N+]=[N-]. Given the product CC(C)(C)c1cc(OCCCCc2nnn[nH]2)cc(C(C)(C)C)c1O, predict the reactants needed to synthesize it.